This data is from Forward reaction prediction with 1.9M reactions from USPTO patents (1976-2016). The task is: Predict the product of the given reaction. (1) Given the reactants Cl[C:2]1[N:7]=[C:6]([CH3:8])[N:5]=[C:4]([N:9]([CH2:19][C:20]2[CH:25]=[CH:24][C:23]([O:26][CH3:27])=[CH:22][CH:21]=2)[CH2:10][C:11]2[CH:16]=[CH:15][C:14]([O:17][CH3:18])=[CH:13][CH:12]=2)[N:3]=1.[C:28]([O:32][C:33]([N:35]1[CH2:40][CH2:39][N:38]([CH2:41][C:42]2[CH:43]=[C:44](B(O)O)[C:45]([F:48])=[N:46][CH:47]=2)[CH2:37][CH2:36]1)=[O:34])([CH3:31])([CH3:30])[CH3:29].C([O-])(=O)C.[K+].O1CCOCC1, predict the reaction product. The product is: [CH3:18][O:17][C:14]1[CH:15]=[CH:16][C:11]([CH2:10][N:9]([CH2:19][C:20]2[CH:25]=[CH:24][C:23]([O:26][CH3:27])=[CH:22][CH:21]=2)[C:4]2[N:5]=[C:6]([CH3:8])[N:7]=[C:2]([C:44]3[CH:43]=[C:42]([CH2:41][N:38]4[CH2:39][CH2:40][N:35]([C:33]([O:32][C:28]([CH3:31])([CH3:30])[CH3:29])=[O:34])[CH2:36][CH2:37]4)[CH:47]=[N:46][C:45]=3[F:48])[N:3]=2)=[CH:12][CH:13]=1. (2) Given the reactants [CH3:1][N:2]([CH2:4][C:5]1[CH:39]=[CH:38][C:8]([O:9][CH2:10][C:11]([N:13]2[CH2:18][CH2:17][N:16]([C:19]3[CH:24]=[CH:23][C:22]([N:25]4[CH2:29][C@H:28]([CH2:30][NH:31][C:32](=[S:35])[CH2:33][CH3:34])[O:27][C:26]4=[O:36])=[CH:21][C:20]=3[F:37])[CH2:15][CH2:14]2)=[O:12])=[CH:7][CH:6]=1)[CH3:3].[CH:40]1(C(SCC)=S)CC1, predict the reaction product. The product is: [CH3:1][N:2]([CH2:4][C:5]1[CH:6]=[CH:7][C:8]([O:9][CH2:10][C:11]([N:13]2[CH2:18][CH2:17][N:16]([C:19]3[CH:24]=[CH:23][C:22]([N:25]4[CH2:29][C@H:28]([CH2:30][NH:31][C:32]([CH:33]5[CH2:40][CH2:34]5)=[S:35])[O:27][C:26]4=[O:36])=[CH:21][C:20]=3[F:37])[CH2:15][CH2:14]2)=[O:12])=[CH:38][CH:39]=1)[CH3:3]. (3) The product is: [O:14]1[CH2:5][CH2:4][N:3]([C:13](=[O:14])[CH2:12][CH2:11][CH2:10][CH2:9][Br:8])[C:6]2[CH:7]=[CH:10][CH:11]=[CH:12][C:13]1=2. Given the reactants C([N:3]([CH2:6][CH3:7])[CH2:4][CH3:5])C.[Br:8][CH2:9][CH2:10][CH2:11][CH2:12][C:13](Cl)=[O:14], predict the reaction product. (4) Given the reactants [Si]([O:8][CH:9]1[CH2:27][N:14]2[C:15]3[C:24]4[C:19](=[CH:20][CH:21]=[CH:22][CH:23]=4)[N:18]=[C:17]([NH2:25])[C:16]=3[N:26]=[C:13]2[CH2:12][N:11]([S:28]([CH3:31])(=[O:30])=[O:29])[CH2:10]1)(C(C)(C)C)(C)C.[F-].C([N+](CCCC)(CCCC)CCCC)CCC, predict the reaction product. The product is: [NH2:25][C:17]1[C:16]2[N:26]=[C:13]3[CH2:12][N:11]([S:28]([CH3:31])(=[O:30])=[O:29])[CH2:10][CH:9]([OH:8])[CH2:27][N:14]3[C:15]=2[C:24]2[C:19](=[CH:20][CH:21]=[CH:22][CH:23]=2)[N:18]=1. (5) The product is: [Cl:1][C:2]1[CH:3]=[CH:4][C:5]([CH:8]2[C:16]3[C:11](=[C:12]([N+:20]([O-:22])=[O:21])[CH:13]=[CH:14][C:15]=3[O:17][CH3:18])[C:10](=[O:19])[O:9]2)=[CH:6][CH:7]=1. Given the reactants [Cl:1][C:2]1[CH:7]=[CH:6][C:5]([CH:8]2[C:16]3[C:11](=[CH:12][CH:13]=[CH:14][C:15]=3[O:17][CH3:18])[C:10](=[O:19])[O:9]2)=[CH:4][CH:3]=1.[N+:20]([O-])([OH:22])=[O:21].S(=O)(=O)(O)O, predict the reaction product. (6) Given the reactants [N:1]([C:4]1[CH:5]=[C:6]([C@:10]23[CH2:19][CH2:18][O:17][CH2:16][CH:15]2[CH2:14][S:13][C:12]([NH:20][C:21](=[O:27])[O:22][C:23]([CH3:26])([CH3:25])[CH3:24])=[N:11]3)[CH:7]=[CH:8][CH:9]=1)=[N+]=[N-], predict the reaction product. The product is: [NH2:1][C:4]1[CH:5]=[C:6]([C@:10]23[CH2:19][CH2:18][O:17][CH2:16][CH:15]2[CH2:14][S:13][C:12]([NH:20][C:21](=[O:27])[O:22][C:23]([CH3:25])([CH3:24])[CH3:26])=[N:11]3)[CH:7]=[CH:8][CH:9]=1. (7) Given the reactants [OH:1][C:2]1[C:11]([C:12]#[N:13])=[C:10]([C:14]2[S:15][CH:16]=[CH:17][CH:18]=2)[C:9]2[CH2:8][CH2:7][CH2:6][CH2:5][C:4]=2[N:3]=1.C([O-])([O-])=O.[K+].[K+].Br[CH:26]([C:31]1[CH:36]=[CH:35][CH:34]=[CH:33][CH:32]=1)[C:27]([O:29][CH3:30])=[O:28], predict the reaction product. The product is: [C:12]([C:11]1[C:2]([O:1][CH:26]([C:31]2[CH:36]=[CH:35][CH:34]=[CH:33][CH:32]=2)[C:27]([O:29][CH3:30])=[O:28])=[N:3][C:4]2[CH2:5][CH2:6][CH2:7][CH2:8][C:9]=2[C:10]=1[C:14]1[S:15][CH:16]=[CH:17][CH:18]=1)#[N:13].